From a dataset of Full USPTO retrosynthesis dataset with 1.9M reactions from patents (1976-2016). Predict the reactants needed to synthesize the given product. (1) The reactants are: [CH3:1][O:2]/[N:3]=[C:4](/[C:15]1[CH:20]=[CH:19][CH:18]=[CH:17][CH:16]=1)\[CH2:5][O:6][C:7]1[CH:12]=[CH:11][C:10]([CH2:13][OH:14])=[CH:9][CH:8]=1.[C:21]([CH2:23][C:24]1[CH:29]=[C:28](O)[CH:27]=[CH:26][C:25]=1[CH2:31][CH2:32][C:33]([O:35]C)=[O:34])#[N:22]. Given the product [C:21]([CH2:23][C:24]1[CH:29]=[C:28]([O:14][CH2:13][C:10]2[CH:11]=[CH:12][C:7]([O:6][CH2:5]/[C:4](=[N:3]\[O:2][CH3:1])/[C:15]3[CH:20]=[CH:19][CH:18]=[CH:17][CH:16]=3)=[CH:8][CH:9]=2)[CH:27]=[CH:26][C:25]=1[CH2:31][CH2:32][C:33]([OH:35])=[O:34])#[N:22], predict the reactants needed to synthesize it. (2) The reactants are: [NH:1]1[CH2:5][CH2:4][CH2:3][CH2:2]1.Br[CH2:7][C:8]([C:10]1[CH:15]=[CH:14][CH:13]=[CH:12][C:11]=1[O:16][CH3:17])=[O:9].[BH4-].[Na+]. Given the product [OH:9][CH:8]([C:10]1[CH:15]=[CH:14][CH:13]=[CH:12][C:11]=1[O:16][CH3:17])[CH2:7][N:1]1[CH2:5][CH2:4][CH2:3][CH2:2]1, predict the reactants needed to synthesize it.